Dataset: Catalyst prediction with 721,799 reactions and 888 catalyst types from USPTO. Task: Predict which catalyst facilitates the given reaction. (1) Reactant: [CH2:1]([O:3][C:4](=[O:23])[C:5]([CH3:22])([CH3:21])[CH2:6][CH2:7][CH2:8][CH2:9][N:10]1C(=O)C2=CC=CC=C2C1=O)[CH3:2].O.NN. Product: [CH2:1]([O:3][C:4](=[O:23])[C:5]([CH3:22])([CH3:21])[CH2:6][CH2:7][CH2:8][CH2:9][NH2:10])[CH3:2]. The catalyst class is: 8. (2) Reactant: [CH2:1]([O:3][C:4]([C:6]1[C:15](=[O:16])[C:14]2[C:9](=[C:10]([C:19]#[C:20][CH2:21][C@@H:22]3[CH2:26][C@@H:25]([NH:27][C:28]([O:30][C:31]([CH3:34])([CH3:33])[CH3:32])=[O:29])[CH2:24][N:23]3[C:35]([O:37][C:38]([CH3:41])([CH3:40])[CH3:39])=[O:36])[C:11]([F:18])=[C:12]([F:17])[CH:13]=2)[N:8]([CH:42]2[CH2:44][CH2:43]2)[CH:7]=1)=[O:5])[CH3:2].[H][H]. Product: [CH2:1]([O:3][C:4]([C:6]1[C:15](=[O:16])[C:14]2[C:9](=[C:10](/[CH:19]=[CH:20]\[CH2:21][C@@H:22]3[CH2:26][C@@H:25]([NH:27][C:28]([O:30][C:31]([CH3:34])([CH3:33])[CH3:32])=[O:29])[CH2:24][N:23]3[C:35]([O:37][C:38]([CH3:41])([CH3:40])[CH3:39])=[O:36])[C:11]([F:18])=[C:12]([F:17])[CH:13]=2)[N:8]([CH:42]2[CH2:43][CH2:44]2)[CH:7]=1)=[O:5])[CH3:2]. The catalyst class is: 8. (3) Reactant: Br[C:2]1[CH:7]=[CH:6][C:5](OCCCCCCCC)=[CH:4][C:3]=1[C:17]1[CH:22]=[CH:21][CH:20]=[C:19]([O:23][CH2:24][CH2:25][CH2:26][CH2:27][CH2:28][CH2:29][CH2:30][CH3:31])[CH:18]=1.[C:32]([Li])([CH3:35])([CH3:34])C.[Br:37][C:38]1[CH:50]=[CH:49][C:48]2[C:47]3[C:42](=[CH:43][C:44]([Br:51])=[CH:45][CH:46]=3)[C:41](=[O:52])[C:40]=2[CH:39]=1.[OH2:53]. Product: [CH2:24]([O:23][C:19]1[CH:20]=[CH:21][C:22]([C:41]2([OH:52])[C:40]3[CH:39]=[C:38]([Br:37])[CH:50]=[CH:49][C:48]=3[C:47]3[C:42]2=[CH:43][C:44]([Br:51])=[CH:45][CH:46]=3)=[C:17]([C:3]2[CH:4]=[CH:5][C:6]([O:53][CH2:4][CH2:3][CH2:2][CH2:7][CH2:6][CH2:34][CH2:32][CH3:35])=[CH:7][CH:2]=2)[CH:18]=1)[CH2:25][CH2:26][CH2:27][CH2:28][CH2:29][CH2:30][CH3:31]. The catalyst class is: 220. (4) Reactant: [F:1][C:2]1[CH:3]=[N:4][CH:5]=[CH:6][C:7]=1[CH2:8][CH2:9][OH:10].C(N(CC)CC)C.[CH3:18][S:19](Cl)(=[O:21])=[O:20]. Product: [F:1][C:2]1[CH:3]=[N:4][CH:5]=[CH:6][C:7]=1[CH2:8][CH2:9][O:10][S:19]([CH3:18])(=[O:21])=[O:20]. The catalyst class is: 34. (5) Reactant: [Si]([O:8][CH:9]([C:11]1[N:12]=[CH:13][N:14]([C:16]2[CH:24]=[C:23]3[C:19]([C:20]([CH3:30])([CH3:29])[C:21](=[O:28])[N:22]3[CH:25]3[CH2:27][CH2:26]3)=[CH:18][CH:17]=2)[CH:15]=1)[CH3:10])(C(C)(C)C)(C)C.Cl. Product: [CH:25]1([N:22]2[C:23]3[C:19](=[CH:18][CH:17]=[C:16]([N:14]4[CH:15]=[C:11]([CH:9]([OH:8])[CH3:10])[N:12]=[CH:13]4)[CH:24]=3)[C:20]([CH3:30])([CH3:29])[C:21]2=[O:28])[CH2:26][CH2:27]1. The catalyst class is: 5. (6) Reactant: [N+:1]([O-:4])(O)=[O:2].[CH:5]1[C:14]2[C:9](=[CH:10][CH:11]=[CH:12][CH:13]=2)[CH:8]=[CH:7][C:6]=1[C:15]([OH:17])=[O:16].[C:18](OC(=O)C)(=O)[CH3:19]. Product: [CH2:18]([O:16][C:15]([C:6]1[CH:7]=[CH:8][C:9]2[C:14](=[C:13]([N+:1]([O-:4])=[O:2])[CH:12]=[CH:11][CH:10]=2)[CH:5]=1)=[O:17])[CH3:19]. The catalyst class is: 82.